The task is: Regression/Classification. Given a drug SMILES string, predict its toxicity properties. Task type varies by dataset: regression for continuous values (e.g., LD50, hERG inhibition percentage) or binary classification for toxic/non-toxic outcomes (e.g., AMES mutagenicity, cardiotoxicity, hepatotoxicity). Dataset: herg_karim.. This data is from hERG potassium channel inhibition data for cardiac toxicity prediction from Karim et al.. (1) The molecule is Cn1cnnc1C1CCN(C(=O)NC2CC2c2ccccc2)CC1. The result is 0 (non-blocker). (2) The drug is CC(C)(Cc1ccc2ccccc2c1)NC[C@@H](O)COc1cccc(Cl)c1C#N.Cl. The result is 1 (blocker).